Dataset: Catalyst prediction with 721,799 reactions and 888 catalyst types from USPTO. Task: Predict which catalyst facilitates the given reaction. (1) Reactant: [F:1][C:2]([F:29])([F:28])[S:3]([NH:6][C:7]1[CH:12]=[CH:11][C:10]([CH2:13][N:14]2[C:24](=[O:25])[C:23]3[N:26]4[C:16](=[CH:17][N:18]=[C:19]4[CH:20]=[CH:21][CH:22]=3)[C:15]2=[O:27])=[CH:9][CH:8]=1)(=[O:5])=[O:4].[ClH:30]. Product: [ClH:30].[F:28][C:2]([F:1])([F:29])[S:3]([NH:6][C:7]1[CH:12]=[CH:11][C:10]([CH2:13][N:14]2[C:24](=[O:25])[C:23]3[N:26]4[C:16](=[CH:17][N:18]=[C:19]4[CH:20]=[CH:21][CH:22]=3)[C:15]2=[O:27])=[CH:9][CH:8]=1)(=[O:4])=[O:5]. The catalyst class is: 5. (2) Product: [O:13]1[CH2:18][CH2:17][CH2:16][CH2:15][CH:14]1[N:1]1[C:5]2[CH:6]=[CH:7][C:8]([C:10]([OH:12])=[O:11])=[CH:9][C:4]=2[N:3]=[CH:2]1. The catalyst class is: 1. Reactant: [NH:1]1[C:5]2[CH:6]=[CH:7][C:8]([C:10]([OH:12])=[O:11])=[CH:9][C:4]=2[N:3]=[CH:2]1.[O:13]1[CH:18]=[CH:17][CH2:16][CH2:15][CH2:14]1.C12(CS(O)(=O)=O)C(C)(C)C(CC1)CC2=O.